From a dataset of Full USPTO retrosynthesis dataset with 1.9M reactions from patents (1976-2016). Predict the reactants needed to synthesize the given product. (1) The reactants are: [Cl:1][CH2:2][CH2:3][CH2:4][O:5][C:6]1[CH:11]=[CH:10][C:9]([C:12]2[N:13]3[C:17]([N:18]=[C:19]4[CH2:25][CH2:24][CH2:23][CH2:22]C[C:20]=24)=[CH:16][CH:15]=[N:14]3)=[CH:8][CH:7]=1.N1N2C(N=C3C(=C2C2C=CC(O)=CC=2)CCCC3)=CC=1.BrCCCCl. Given the product [Cl:1][CH2:2][CH2:3][CH2:4][O:5][C:6]1[CH:7]=[CH:8][C:9]([C:12]2[N:13]3[N:14]=[CH:15][CH:16]=[C:17]3[N:18]=[C:19]3[C:20]=2[CH2:22][CH2:23][CH2:24][CH2:25]3)=[CH:10][CH:11]=1, predict the reactants needed to synthesize it. (2) Given the product [Cl:1][C:2]1[N:3]=[C:4]([NH:18][C:16]2[NH:15][N:14]=[C:13]([CH3:12])[CH:17]=2)[C:5]2[S:10][CH:9]=[CH:8][C:6]=2[N:7]=1, predict the reactants needed to synthesize it. The reactants are: [Cl:1][C:2]1[N:3]=[C:4](Cl)[C:5]2[S:10][CH:9]=[CH:8][C:6]=2[N:7]=1.[CH3:12][C:13]1[CH:17]=[C:16]([NH2:18])[NH:15][N:14]=1.C(N(CC)CC)C.O. (3) Given the product [C:8]([O:7][C:1]([O:2][C:3]1[CH:5]=[CH:20][C:17]([CH2:18][OH:19])=[CH:16][CH:6]=1)=[O:12])([CH3:9])([CH3:10])[CH3:11], predict the reactants needed to synthesize it. The reactants are: [C:1](=[O:12])([O:7][C:8]([CH3:11])([CH3:10])[CH3:9])[O:2][C:3]([CH3:6])([CH3:5])C.OC1C=[CH:20][C:17]([CH2:18][OH:19])=[CH:16]C=1.C(=O)([O-])[O-].[K+].[K+]. (4) Given the product [Cl:1][C:2]1[CH:3]=[CH:4][CH:5]=[C:6]2[C:10]=1[C:9](=[O:11])[N:8]([CH:15]([CH:21]([CH3:23])[CH3:22])[C:16]([O:18][CH2:19][CH3:20])=[O:17])[CH2:7]2, predict the reactants needed to synthesize it. The reactants are: [Cl:1][C:2]1[CH:3]=[CH:4][CH:5]=[C:6]2[C:10]=1[C:9](=[O:11])[NH:8][CH2:7]2.[H-].[Na+].Br[CH:15]([CH:21]([CH3:23])[CH3:22])[C:16]([O:18][CH2:19][CH3:20])=[O:17].[Cl-].[NH4+]. (5) Given the product [Br:2][C:3]1[C:4]([C@@H:9]([NH:19][C:41](=[O:42])[CH2:40][N:33]2[C:34]3[CH2:35][CH2:36][CH2:37][CH2:38][C:39]=3[C:31]([C:30]([F:44])([F:29])[F:45])=[N:32]2)[CH2:10][C:11]2[CH:12]=[C:13]([F:18])[CH:14]=[C:15]([F:17])[CH:16]=2)=[N:5][CH:6]=[CH:7][CH:8]=1, predict the reactants needed to synthesize it. The reactants are: Cl.[Br:2][C:3]1[C:4]([C@@H:9]([NH2:19])[CH2:10][C:11]2[CH:16]=[C:15]([F:17])[CH:14]=[C:13]([F:18])[CH:12]=2)=[N:5][CH:6]=[CH:7][CH:8]=1.C(N(C(C)C)CC)(C)C.[F:29][C:30]([F:45])([F:44])[C:31]1[C:39]2[CH2:38][CH2:37][CH2:36][CH2:35][C:34]=2[N:33]([CH2:40][C:41](O)=[O:42])[N:32]=1.F[P-](F)(F)(F)(F)F.N1(OC(N(C)C)=[N+](C)C)C2N=CC=CC=2N=N1. (6) Given the product [Cl:1][C:2]1[CH:3]=[C:4]([C@@H:9]2[C@H:15]([CH:16]=[O:17])[O:14][CH2:13][CH2:12][N:11]([C:18]([O:20][C:21]([CH3:24])([CH3:23])[CH3:22])=[O:19])[CH2:10]2)[CH:5]=[CH:6][C:7]=1[Cl:8], predict the reactants needed to synthesize it. The reactants are: [Cl:1][C:2]1[CH:3]=[C:4]([C@@H:9]2[C@H:15]([CH2:16][OH:17])[O:14][CH2:13][CH2:12][N:11]([C:18]([O:20][C:21]([CH3:24])([CH3:23])[CH3:22])=[O:19])[CH2:10]2)[CH:5]=[CH:6][C:7]=1[Cl:8].CC(OI1(OC(C)=O)(OC(C)=O)OC(=O)C2C=CC=CC1=2)=O.C(=O)([O-])O.[Na+].S([O-])([O-])=O.[Na+].[Na+]. (7) Given the product [ClH:34].[NH:24]1[CH2:25][CH2:26][CH:21]([C:19]2[N:5]3[N:6]=[C:7]4[C:12]([C:11]([O:13][CH2:14][C:15]([F:16])([F:17])[F:18])=[CH:10][CH:9]=[CH:8]4)=[C:4]3[NH:3][C:2](=[O:1])[CH:20]=2)[CH2:22][CH2:23]1, predict the reactants needed to synthesize it. The reactants are: [O:1]=[C:2]1[CH:20]=[C:19]([CH:21]2[CH2:26][CH2:25][N:24](C(OC(C)(C)C)=O)[CH2:23][CH2:22]2)[N:5]2[N:6]=[C:7]3[C:12]([C:11]([O:13][CH2:14][C:15]([F:18])([F:17])[F:16])=[CH:10][CH:9]=[CH:8]3)=[C:4]2[NH:3]1.[ClH:34].